This data is from Catalyst prediction with 721,799 reactions and 888 catalyst types from USPTO. The task is: Predict which catalyst facilitates the given reaction. Reactant: [CH3:1][O:2][C:3]1[CH:4]=[C:5]2[C:10](=[CH:11][CH:12]=1)[CH:9]1[CH:13]([C:14]([O:16]CC)=[O:15])[CH:8]1[CH2:7][CH2:6]2.[OH-].[Na+]. Product: [CH3:1][O:2][C:3]1[CH:4]=[C:5]2[C:10](=[CH:11][CH:12]=1)[CH:9]1[CH:13]([C:14]([OH:16])=[O:15])[CH:8]1[CH2:7][CH2:6]2. The catalyst class is: 24.